From a dataset of Forward reaction prediction with 1.9M reactions from USPTO patents (1976-2016). Predict the product of the given reaction. (1) Given the reactants [CH2:1]([O:11][CH2:12][CH2:13][CH2:14][C:15]([C:17]1[CH:22]=[CH:21][C:20](OC)=[CH:19][CH:18]=1)=[O:16])[CH2:2][CH2:3][CH2:4][CH2:5][CH2:6][CH2:7][CH2:8][CH2:9][CH3:10].[O:25](CC(OCCCCC(=O)C1C=CC=CC=1)=O)[C:26]1C=CC=C[CH:27]=1.[C:48](OC(C)(CCCC(=O)C1C=CC=CC=1)CCC=C(C)C)(=O)C, predict the reaction product. The product is: [CH2:1]([O:11][CH2:12][CH2:13][CH2:14][C:15]1([C:17]2[CH:18]=[CH:19][C:20]([CH3:48])=[CH:21][CH:22]=2)[O:16][CH2:27][CH2:26][O:25]1)[CH2:2][CH2:3][CH2:4][CH2:5][CH2:6][CH2:7][CH2:8][CH2:9][CH3:10]. (2) Given the reactants [Br:1][C:2]1[CH:7]=[C:6]([N+:8]([O-:10])=[O:9])[CH:5]=[C:4]([O:11]C)[CH:3]=1.B(Br)(Br)Br.COC, predict the reaction product. The product is: [Br:1][C:2]1[CH:3]=[C:4]([OH:11])[CH:5]=[C:6]([N+:8]([O-:10])=[O:9])[CH:7]=1. (3) Given the reactants O[CH2:2][C:3]1[CH:26]=[CH:25][C:6]2[C:7]([CH2:10][CH2:11][CH:12]3[CH2:17][CH2:16][N:15]([C:18]([O:20][C:21]([CH3:24])([CH3:23])[CH3:22])=[O:19])[CH2:14][CH2:13]3)=[N:8][O:9][C:5]=2[C:4]=1[CH2:27][O:28][CH:29]1[CH2:34][CH2:33][CH2:32][CH2:31][O:30]1.C1(P(C2C=CC=CC=2)C2C=CC=CC=2)C=CC=CC=1.C(Br)(Br)(Br)Br.[N-:59]=[N+:60]=[N-:61].[Na+], predict the reaction product. The product is: [N:59]([CH2:2][C:3]1[CH:26]=[CH:25][C:6]2[C:7]([CH2:10][CH2:11][CH:12]3[CH2:13][CH2:14][N:15]([C:18]([O:20][C:21]([CH3:23])([CH3:24])[CH3:22])=[O:19])[CH2:16][CH2:17]3)=[N:8][O:9][C:5]=2[C:4]=1[CH2:27][O:28][CH:29]1[CH2:34][CH2:33][CH2:32][CH2:31][O:30]1)=[N+:60]=[N-:61]. (4) Given the reactants [CH2:1]([N:8]1[C:12]([CH:13]2[CH2:18][CH2:17][N:16]([C:19]3[CH:24]=[CH:23][CH:22]=[CH:21][N:20]=3)[CH2:15][CH2:14]2)=[N:11][N:10]=[C:9]1[CH2:25][NH:26][CH2:27][CH2:28][O:29][CH3:30])[C:2]1[CH:7]=[CH:6][CH:5]=[CH:4][CH:3]=1.C=O.[C:33](O[BH-](OC(=O)C)OC(=O)C)(=O)C.[Na+], predict the reaction product. The product is: [CH2:1]([N:8]1[C:12]([CH:13]2[CH2:14][CH2:15][N:16]([C:19]3[CH:24]=[CH:23][CH:22]=[CH:21][N:20]=3)[CH2:17][CH2:18]2)=[N:11][N:10]=[C:9]1[CH2:25][N:26]([CH2:27][CH2:28][O:29][CH3:30])[CH3:33])[C:2]1[CH:3]=[CH:4][CH:5]=[CH:6][CH:7]=1. (5) The product is: [CH3:1][O:2][C:3]([C:4]1[C:5]2[O:13][C:14]3[C:19]([CH:20]=[O:21])=[C:18]([OH:22])[CH:17]=[C:16]([CH3:23])[C:15]=3[C:24](=[O:25])[O:26][C:6]=2[C:7]([CH3:11])=[C:8]([OH:10])[CH:9]=1)=[O:27]. Given the reactants [CH3:1][O:2][C:3](=[O:27])[C:4]1[CH:9]=[C:8]([OH:10])[C:7]([CH3:11])=[C:6](O)[C:5]=1[O:13][C:14]1[C:19]([CH:20]=[O:21])=[C:18]([OH:22])[CH:17]=[C:16]([CH3:23])[C:15]=1[C:24]([OH:26])=[O:25].C(OC(=O)C)(=O)C, predict the reaction product. (6) Given the reactants [NH:1]1[C:9]2[C:4](=[CH:5][CH:6]=[CH:7]C=2)[CH:3]=C1.C([Cu])#N.C[N:14]1[C:18](=O)[CH2:17][CH2:16][CH2:15]1.C[C:21](=[O:25])[O:22]CC, predict the reaction product. The product is: [C:9]([C:4]1[CH:3]=[C:18]2[C:17]([C:16]([C:21]([OH:25])=[O:22])=[CH:15][NH:14]2)=[C:6]([CH3:7])[CH:5]=1)#[N:1].